This data is from Peptide-MHC class II binding affinity with 134,281 pairs from IEDB. The task is: Regression. Given a peptide amino acid sequence and an MHC pseudo amino acid sequence, predict their binding affinity value. This is MHC class II binding data. The peptide sequence is YMPDVLEKLELLQRR. The MHC is HLA-DQA10201-DQB10402 with pseudo-sequence HLA-DQA10201-DQB10402. The binding affinity (normalized) is 0.